Dataset: Full USPTO retrosynthesis dataset with 1.9M reactions from patents (1976-2016). Task: Predict the reactants needed to synthesize the given product. Given the product [CH3:1][O:2][CH2:3][C@@H:4]([NH:6][C:7]([C:9]1[C:17]2[C:12](=[N:13][CH:14]=[C:15]([C:18]3[C:26]4[C:21](=[CH:22][C:23]([Cl:27])=[CH:24][CH:25]=4)[N:20]([CH2:43][CH2:42][N:40]([CH3:41])[CH3:39])[N:19]=3)[N:16]=2)[N:11]([CH2:28][O:29][CH2:30][CH2:31][Si:32]([CH3:33])([CH3:35])[CH3:34])[CH:10]=1)=[O:8])[CH3:5], predict the reactants needed to synthesize it. The reactants are: [CH3:1][O:2][CH2:3][C@@H:4]([NH:6][C:7]([C:9]1[C:17]2[C:12](=[N:13][CH:14]=[C:15]([C:18]3[C:26]4[C:21](=[CH:22][C:23]([Cl:27])=[CH:24][CH:25]=4)[NH:20][N:19]=3)[N:16]=2)[N:11]([CH2:28][O:29][CH2:30][CH2:31][Si:32]([CH3:35])([CH3:34])[CH3:33])[CH:10]=1)=[O:8])[CH3:5].[H-].[Na+].Br.[CH3:39][N:40]([CH2:42][CH2:43]Br)[CH3:41].